From a dataset of Reaction yield outcomes from USPTO patents with 853,638 reactions. Predict the reaction yield, written as a fraction of the theoretical maximum amount of product (1.0 means a 100% yield; for example, 0.34 means a 34% yield). (1) The reactants are [NH:1]1[C:11]2[C:6](=[CH:7][CH:8]=[CH:9][CH:10]=2)[C:4](=[O:5])[C:2]1=[O:3].[H-].[Na+].[Cl:14][C:15]1[S:16][C:17]([CH2:20]Cl)=[CH:18][CH:19]=1. The catalyst is O1CCOCC1. The product is [Cl:14][C:15]1[S:16][C:17]([CH2:20][N:1]2[C:11]3[C:6](=[CH:7][CH:8]=[CH:9][CH:10]=3)[C:4](=[O:5])[C:2]2=[O:3])=[CH:18][CH:19]=1. The yield is 0.220. (2) The reactants are [NH:1]1[C:9]2[C:4](=[CH:5][CH:6]=[CH:7][CH:8]=2)[C:3]2([C:13]3=[CH:14][C:15]4[O:19][CH2:18][O:17][C:16]=4[CH:20]=[C:12]3[O:11][CH2:10]2)[C:2]1=[O:21].C(=O)([O-])[O-].[Cs+].[Cs+].[C:28]([N:35]1[CH2:40][CH2:39][CH2:38][CH:37]([CH2:41][CH2:42]Br)[CH2:36]1)([O:30][C:31]([CH3:34])([CH3:33])[CH3:32])=[O:29]. The catalyst is CC(=O)CC.CC(C)=O. The product is [O:21]=[C:2]1[C:3]2([C:13]3=[CH:14][C:15]4[O:19][CH2:18][O:17][C:16]=4[CH:20]=[C:12]3[O:11][CH2:10]2)[C:4]2[C:9](=[CH:8][CH:7]=[CH:6][CH:5]=2)[N:1]1[CH2:42][CH2:41][CH:37]1[CH2:38][CH2:39][CH2:40][N:35]([C:28]([O:30][C:31]([CH3:32])([CH3:34])[CH3:33])=[O:29])[CH2:36]1. The yield is 0.880. (3) The reactants are [H-].[Na+].[NH:3]1[C:11]2[C:6](=[CH:7][CH:8]=[CH:9][CH:10]=2)[C:5]([C:12]([O:14][CH3:15])=[O:13])=[CH:4]1.[CH3:16]I. The catalyst is CN(C=O)C.O. The product is [CH3:16][N:3]1[C:11]2[C:6](=[CH:7][CH:8]=[CH:9][CH:10]=2)[C:5]([C:12]([O:14][CH3:15])=[O:13])=[CH:4]1. The yield is 0.960.